From a dataset of Full USPTO retrosynthesis dataset with 1.9M reactions from patents (1976-2016). Predict the reactants needed to synthesize the given product. (1) Given the product [CH3:1][C:2]1[CH:7]=[CH:6][C:5]([CH3:8])=[CH:4][C:3]=1[C:9]1[C:10](=[O:22])[NH:11][C:12]2([CH2:19][CH2:18][N:17]([O:20][CH3:21])[CH2:16][CH2:15]2)[C:13]=1[O:14][CH2:35][O:34][CH2:32][CH3:33], predict the reactants needed to synthesize it. The reactants are: [CH3:1][C:2]1[CH:7]=[CH:6][C:5]([CH3:8])=[CH:4][C:3]=1[C:9]1[C:10](=[O:22])[NH:11][C:12]2([CH2:19][CH2:18][N:17]([O:20][CH3:21])[CH2:16][CH2:15]2)[C:13]=1[OH:14].CCN(C(C)C)C(C)C.[CH2:32]([O:34][CH2:35]Cl)[CH3:33].O. (2) Given the product [NH2:1][C:2]1[N:7]([CH2:47][CH:48]2[CH2:51][CH2:50][CH2:49]2)[C:6](=[O:8])[N:5]([CH2:9][C:10]2[CH:15]=[CH:14][CH:13]=[CH:12][C:11]=2[F:16])[C:4](=[O:17])[C:3]=1[NH:18][C:19](=[O:39])[CH2:20][C:21]1[CH:26]=[CH:25][C:24]([NH:27][S:28]([C:31]2[C:32]([CH3:38])=[N:33][N:34]([CH3:37])[C:35]=2[Cl:36])(=[O:30])=[O:29])=[CH:23][N:22]=1, predict the reactants needed to synthesize it. The reactants are: [NH2:1][C:2]1[NH:7][C:6](=[O:8])[N:5]([CH2:9][C:10]2[CH:15]=[CH:14][CH:13]=[CH:12][C:11]=2[F:16])[C:4](=[O:17])[C:3]=1[NH:18][C:19](=[O:39])[CH2:20][C:21]1[CH:26]=[CH:25][C:24]([NH:27][S:28]([C:31]2[C:32]([CH3:38])=[N:33][N:34]([CH3:37])[C:35]=2[Cl:36])(=[O:30])=[O:29])=[CH:23][N:22]=1.C(=O)([O-])[O-].[K+].[K+].Br[CH2:47][CH:48]1[CH2:51][CH2:50][CH2:49]1.